From a dataset of Reaction yield outcomes from USPTO patents with 853,638 reactions. Predict the reaction yield, written as a fraction of the theoretical maximum amount of product (1.0 means a 100% yield; for example, 0.34 means a 34% yield). (1) The reactants are [CH3:1][C:2]([CH3:18])([CH3:17])[C@@H:3]([C:14]([OH:16])=O)[NH:4][C:5]([O:7][CH2:8][C:9]1[S:13][CH:12]=[N:11][CH:10]=1)=[O:6].[CH2:19]([C@H:26]([NH:39][C:40](=[O:46])[O:41][C:42]([CH3:45])([CH3:44])[CH3:43])[CH2:27][C@H:28]([OH:38])[C@@H:29]([NH2:37])[CH2:30][C:31]1[CH:36]=[CH:35][CH:34]=[CH:33][CH:32]=1)[C:20]1[CH:25]=[CH:24][CH:23]=[CH:22][CH:21]=1.Cl.CN(C)CCCN=C=NCC.ON1C2C=CC=CC=2N=N1.CN1CCOCC1. The catalyst is CN(C)C=O. The product is [CH2:30]([C@H:29]([NH:37][C:14](=[O:16])[C@H:3]([C:2]([CH3:1])([CH3:18])[CH3:17])[NH:4][C:5]([O:7][CH2:8][C:9]1[S:13][CH:12]=[N:11][CH:10]=1)=[O:6])[C@@H:28]([OH:38])[CH2:27][C@@H:26]([NH:39][C:40]([O:41][C:42]([CH3:43])([CH3:44])[CH3:45])=[O:46])[CH2:19][C:20]1[CH:21]=[CH:22][CH:23]=[CH:24][CH:25]=1)[C:31]1[CH:32]=[CH:33][CH:34]=[CH:35][CH:36]=1. The yield is 0.767. (2) The reactants are [CH2:1]([C:5]1[N:6]=[C:7]([CH3:27])[NH:8][C:9](=[O:26])[C:10]=1[CH2:11][C:12]1[CH:17]=[CH:16][C:15]([C:18]2[C:19]([C:24]#[N:25])=[CH:20][CH:21]=[CH:22][CH:23]=2)=[CH:14][CH:13]=1)[CH2:2][CH2:3][CH3:4].[H-].[Na+].CN(C)C=O.Br[CH2:36][C:37]1[CH:42]=[CH:41][CH:40]=[C:39]([F:43])[CH:38]=1. The catalyst is C(OCC)(=O)C. The product is [CH2:1]([C:5]1[N:6]=[C:7]([CH3:27])[N:8]([CH2:36][C:37]2[CH:42]=[CH:41][CH:40]=[C:39]([F:43])[CH:38]=2)[C:9](=[O:26])[C:10]=1[CH2:11][C:12]1[CH:17]=[CH:16][C:15]([C:18]2[C:19]([C:24]#[N:25])=[CH:20][CH:21]=[CH:22][CH:23]=2)=[CH:14][CH:13]=1)[CH2:2][CH2:3][CH3:4]. The yield is 0.630. (3) The reactants are Br[CH2:2][C:3]([C:5]1[CH:10]=[CH:9][CH:8]=[CH:7][CH:6]=1)=O.[NH2:11][C:12](=[S:19])[CH2:13][CH2:14][C:15]([O:17][CH3:18])=[O:16].[CH3:20]CO. No catalyst specified. The product is [C:5]1([C:3]2[N:11]=[C:12]([CH2:13][CH2:14][C:15]([O:17][CH2:18][CH3:20])=[O:16])[S:19][CH:2]=2)[CH:10]=[CH:9][CH:8]=[CH:7][CH:6]=1. The yield is 0.400. (4) The reactants are C([O:5][C:6](=[O:41])[CH2:7][O:8][C:9]1[C:14]2[CH2:15][CH2:16][CH2:17][CH2:18][CH:19]([N:20]([CH3:40])[S:21]([C:24]3[CH:29]=[CH:28][C:27]([C:30]4[CH:35]=[CH:34][CH:33]=[C:32]([C:36]([F:39])([F:38])[F:37])[CH:31]=4)=[CH:26][N:25]=3)(=[O:23])=[O:22])[C:13]=2[CH:12]=[CH:11][CH:10]=1)(C)(C)C.[OH-].[Na+]. No catalyst specified. The product is [CH3:40][N:20]([S:21]([C:24]1[CH:29]=[CH:28][C:27]([C:30]2[CH:35]=[CH:34][CH:33]=[C:32]([C:36]([F:39])([F:37])[F:38])[CH:31]=2)=[CH:26][N:25]=1)(=[O:22])=[O:23])[CH:19]1[C:13]2[CH:12]=[CH:11][CH:10]=[C:9]([O:8][CH2:7][C:6]([OH:41])=[O:5])[C:14]=2[CH2:15][CH2:16][CH2:17][CH2:18]1. The yield is 0.640. (5) The reactants are CC(C1C=CC(B2OC(C)(C)C(C)(C)O2)=CC=1)(C)C(OCC)=O.[CH3:24][O:25][CH2:26][CH2:27][O:28][CH2:29][C:30]1[CH:35]=[CH:34][C:33]([C:36]2[CH:41]=[CH:40][C:39]([C:42]([CH3:49])([CH3:48])[C:43]([O:45]CC)=[O:44])=[CH:38][CH:37]=2)=[CH:32][CH:31]=1.[OH-].[Li+]. The catalyst is O1CCCC1.C(O)C.O. The product is [CH3:24][O:25][CH2:26][CH2:27][O:28][CH2:29][C:30]1[CH:35]=[CH:34][C:33]([C:36]2[CH:37]=[CH:38][C:39]([C:42]([CH3:49])([CH3:48])[C:43]([OH:45])=[O:44])=[CH:40][CH:41]=2)=[CH:32][CH:31]=1. The yield is 0.930. (6) The reactants are C([O-])([O-])=O.[Cs+].[Cs+].[CH3:7][S:8]([N:11]1[CH2:16][CH2:15][C:14]2[NH:17][N:18]=[C:19]([C:20]3[CH:25]=[CH:24][C:23]([C:26]([F:29])([F:28])[F:27])=[CH:22][CH:21]=3)[C:13]=2[CH2:12]1)(=[O:10])=[O:9].Br[CH2:31][CH2:32][CH2:33][OH:34].CO. The catalyst is CN(C=O)C.O. The product is [CH3:7][S:8]([N:11]1[CH2:16][CH2:15][C:14]2[N:17]([CH2:31][CH2:32][CH2:33][OH:34])[N:18]=[C:19]([C:20]3[CH:21]=[CH:22][C:23]([C:26]([F:29])([F:27])[F:28])=[CH:24][CH:25]=3)[C:13]=2[CH2:12]1)(=[O:9])=[O:10]. The yield is 0.546. (7) The reactants are [C:1]1([CH:7]([C:27]2[CH:32]=[CH:31][CH:30]=[CH:29][CH:28]=2)[N:8]2[C:16]3[C:11](=[CH:12][CH:13]=[CH:14][CH:15]=3)[C:10]3([C:20]4[CH:21]=[CH:22][C:23]([OH:25])=[CH:24][C:19]=4[O:18][CH2:17]3)[C:9]2=[O:26])[CH:6]=[CH:5][CH:4]=[CH:3][CH:2]=1.O[C@@H:34]1[CH2:38][CH2:37][N:36]([C:39]([O:41][C:42]([CH3:45])([CH3:44])[CH3:43])=[O:40])[CH2:35]1.C1(P(C2C=CC=CC=2)C2C=CC=CC=2)C=CC=CC=1.N(C(OCC)=O)=NC(OCC)=O. The catalyst is O1CCCC1. The product is [C:27]1([CH:7]([C:1]2[CH:2]=[CH:3][CH:4]=[CH:5][CH:6]=2)[N:8]2[C:16]3[C:11](=[CH:12][CH:13]=[CH:14][CH:15]=3)[C:10]3([C:20]4[CH:21]=[CH:22][C:23]([O:25][C@H:38]5[CH2:34][CH2:35][N:36]([C:39]([O:41][C:42]([CH3:45])([CH3:44])[CH3:43])=[O:40])[CH2:37]5)=[CH:24][C:19]=4[O:18][CH2:17]3)[C:9]2=[O:26])[CH:32]=[CH:31][CH:30]=[CH:29][CH:28]=1. The yield is 0.830.